From a dataset of Full USPTO retrosynthesis dataset with 1.9M reactions from patents (1976-2016). Predict the reactants needed to synthesize the given product. (1) Given the product [OH:19][C:14]1[CH:13]=[CH:12][C:3]2[C:4]([C:6]3[CH:11]=[CH:10][CH:9]=[CH:8][CH:7]=3)=[N:21][O:1][C:2]=2[C:15]=1[CH2:16][CH2:17][CH3:18], predict the reactants needed to synthesize it. The reactants are: [OH:1][C:2]1[C:15]([CH2:16][CH2:17][CH3:18])=[C:14]([OH:19])[CH:13]=[CH:12][C:3]=1[C:4]([C:6]1[CH:11]=[CH:10][CH:9]=[CH:8][CH:7]=1)=O.Cl.[NH2:21]O.C([O-])(=O)C.[Na+].Cl. (2) Given the product [OH:1][CH:2]([C:32]1[CH:37]=[CH:36][CH:35]=[C:34]([OH:38])[CH:33]=1)[C:3]([NH:5][NH:6][C:7](=[O:31])[C:8]1[C:13]([OH:14])=[CH:12][C:11]([OH:22])=[CH:10][C:9]=1[Cl:30])=[O:4], predict the reactants needed to synthesize it. The reactants are: [OH:1][CH:2]([C:32]1[CH:37]=[CH:36][CH:35]=[C:34]([OH:38])[CH:33]=1)[C:3]([NH:5][NH:6][C:7](=[O:31])[C:8]1[C:13]([O:14]CC2C=CC=CC=2)=[CH:12][C:11]([O:22]CC2C=CC=CC=2)=[CH:10][C:9]=1[Cl:30])=[O:4].Cl. (3) Given the product [ClH:1].[NH2:24][CH:21]1[CH2:20][CH2:19][N:18]([C:16]2[C:17]3[C:9]([C:6]4[CH:5]=[CH:4][C:3]([F:2])=[CH:8][CH:7]=4)=[C:10]([C:32]4[CH:37]=[CH:36][C:35]([N:38]([CH3:39])[CH:40]=[O:41])=[CH:34][CH:33]=4)[O:11][C:12]=3[N:13]=[CH:14][N:15]=2)[CH2:23][CH2:22]1, predict the reactants needed to synthesize it. The reactants are: [ClH:1].[F:2][C:3]1[CH:8]=[CH:7][C:6]([C:9]2[C:17]3[C:16]([N:18]4[CH2:23][CH2:22][CH:21]([NH:24]C(=O)OC(C)(C)C)[CH2:20][CH2:19]4)=[N:15][CH:14]=[N:13][C:12]=3[O:11][C:10]=2[C:32]2[CH:37]=[CH:36][C:35]([N:38]([CH:40]=[O:41])[CH3:39])=[CH:34][CH:33]=2)=[CH:5][CH:4]=1.